This data is from Forward reaction prediction with 1.9M reactions from USPTO patents (1976-2016). The task is: Predict the product of the given reaction. (1) Given the reactants Br[CH2:2][C:3]1[CH:10]=[CH:9][C:6]([C:7]#[N:8])=[CH:5][CH:4]=1.[NH:11]1[CH:15]=[N:14][CH:13]=[N:12]1.C(=O)([O-])[O-].[K+].[K+], predict the reaction product. The product is: [N:11]1([CH2:2][C:3]2[CH:10]=[CH:9][C:6]([C:7]#[N:8])=[CH:5][CH:4]=2)[CH:15]=[N:14][CH:13]=[N:12]1. (2) Given the reactants [OH:1][C@H:2]([C:22]1[CH:27]=[CH:26][CH:25]=[CH:24][CH:23]=1)[C@@H:3]([CH2:18][CH2:19][C:20]#[CH:21])[C:4](N1[C@@H](C2C=CC=CC=2)COC1=O)=[O:5].[O:28]1CCCC1.OO.[OH-].[Li+], predict the reaction product. The product is: [OH:1][C@H:2]([C:22]1[CH:27]=[CH:26][CH:25]=[CH:24][CH:23]=1)[C@@H:3]([CH2:18][CH2:19][C:20]#[CH:21])[C:4]([OH:5])=[O:28]. (3) Given the reactants C([NH:5][S:6]([C:9]1[S:10][C:11]([C:14]2[CH:19]=[C:18]([C:20]3[N:25]=[C:24]([C:26]4[CH:31]=[CH:30][C:29]([Cl:32])=[C:28]([Cl:33])[CH:27]=4)[CH:23]=[C:22]([C:34]([F:37])([F:36])[F:35])[N:21]=3)[CH:17]=[CH:16][N:15]=2)=[CH:12][CH:13]=1)(=[O:8])=[O:7])(C)(C)C.C(O)(C(F)(F)F)=O, predict the reaction product. The product is: [Cl:33][C:28]1[CH:27]=[C:26]([C:24]2[CH:23]=[C:22]([C:34]([F:35])([F:36])[F:37])[N:21]=[C:20]([C:18]3[CH:17]=[CH:16][N:15]=[C:14]([C:11]4[S:10][C:9]([S:6]([NH2:5])(=[O:7])=[O:8])=[CH:13][CH:12]=4)[CH:19]=3)[N:25]=2)[CH:31]=[CH:30][C:29]=1[Cl:32]. (4) Given the reactants Br[CH2:2][C:3]([C:5]1[CH:12]=[CH:11][C:8]([C:9]#[N:10])=[CH:7][CH:6]=1)=O.[CH2:13]([O:15][C:16]1[CH:21]=[CH:20][CH:19]=[CH:18][C:17]=1[NH:22][C:23]([NH2:25])=[S:24])[CH3:14], predict the reaction product. The product is: [CH2:13]([O:15][C:16]1[CH:21]=[CH:20][CH:19]=[CH:18][C:17]=1[NH:22][C:23]1[S:24][CH:2]=[C:3]([C:5]2[CH:12]=[CH:11][C:8]([C:9]#[N:10])=[CH:7][CH:6]=2)[N:25]=1)[CH3:14]. (5) Given the reactants [Br:1][C:2]1[CH:3]=[C:4]2[C:9](=[CH:10][CH:11]=1)[CH:8]=[C:7]([OH:12])[CH:6]=[CH:5]2.C1C(=O)N([Br:20])C(=O)C1.Cl.C(OCC)(=O)C, predict the reaction product. The product is: [Br:20][C:8]1[C:9]2[C:4](=[CH:3][C:2]([Br:1])=[CH:11][CH:10]=2)[CH:5]=[CH:6][C:7]=1[OH:12]. (6) Given the reactants [CH2:1]([O:3][C:4]([C:6]1[N:7]([CH3:29])[C:8](CC)=[C:9]([C:25]#[N:26])[C:10]=1[C:11]1[CH:16]=[CH:15][C:14](OS(C(F)(F)F)(=O)=O)=[CH:13][CH:12]=1)=[O:5])[CH3:2].Br[C:31]1[CH:39]=[CH:38][CH:37]=[C:36]2[C:32]=1[CH:33]=[CH:34][NH:35]2, predict the reaction product. The product is: [CH2:1]([O:3][C:4]([C:6]1[N:7]([CH3:29])[CH:8]=[C:9]([C:25]#[N:26])[C:10]=1[C:11]1[CH:12]=[CH:13][C:14]([C:31]2[CH:39]=[CH:38][CH:37]=[C:36]3[C:32]=2[CH:33]=[CH:34][NH:35]3)=[CH:15][CH:16]=1)=[O:5])[CH3:2]. (7) Given the reactants [Br-:1].[C:2]([CH:5]([CH2:18][CH3:19])[CH2:6][CH2:7][N+:8]1[C:12]2[CH:13]=[CH:14][CH:15]=[CH:16][C:11]=2[S:10][C:9]=1[CH3:17])([OH:4])=[O:3].C(O[C:24](=O)[CH3:25])(=O)C, predict the reaction product. The product is: [Br-:1].[NH:8]([CH:7]=[CH:24][CH:25]=[CH:17][C:9]1[S:10][C:11]2[CH:16]=[CH:15][CH:14]=[CH:13][C:12]=2[N+:8]=1[CH2:7][CH2:6][CH:5]([C:2]([OH:4])=[O:3])[CH2:18][CH3:19])[C:12]1[CH:13]=[CH:14][CH:15]=[CH:16][CH:11]=1.